Dataset: Merck oncology drug combination screen with 23,052 pairs across 39 cell lines. Task: Regression. Given two drug SMILES strings and cell line genomic features, predict the synergy score measuring deviation from expected non-interaction effect. (1) Drug 2: Cc1nc(Nc2ncc(C(=O)Nc3c(C)cccc3Cl)s2)cc(N2CCN(CCO)CC2)n1. Cell line: NCIH2122. Drug 1: Nc1ccn(C2OC(CO)C(O)C2(F)F)c(=O)n1. Synergy scores: synergy=7.65. (2) Drug 1: C#Cc1cccc(Nc2ncnc3cc(OCCOC)c(OCCOC)cc23)c1. Drug 2: CCc1cnn2c(NCc3ccc[n+]([O-])c3)cc(N3CCCCC3CCO)nc12. Cell line: A2780. Synergy scores: synergy=2.44.